From a dataset of Blood-brain barrier permeability classification from the B3DB database. Regression/Classification. Given a drug SMILES string, predict its absorption, distribution, metabolism, or excretion properties. Task type varies by dataset: regression for continuous measurements (e.g., permeability, clearance, half-life) or binary classification for categorical outcomes (e.g., BBB penetration, CYP inhibition). Dataset: b3db_classification. (1) The compound is CN(Cc1cc(C(F)(F)F)cc(C(F)(F)F)c1)C(=O)c1cnccc1-c1ccccc1Cl. The result is 1 (penetrates BBB). (2) The molecule is CC(=O)NC(CS)C(=O)O. The result is 0 (does not penetrate BBB). (3) The result is 0 (does not penetrate BBB). The compound is CC1(C)S[C@@H]2[C@H](NC(=O)Cc3ccccc3)C(=O)N2[C@H]1C(=O)O. (4) The drug is COC(=O)N[C@H](C(=O)N[C@@H](Cc1ccccc1)[C@@H](O)CN(Cc1ccc(-c2ccccn2)cc1)NC(=O)[C@@H](NC(=O)OC)C(C)(C)C)C(C)(C)C. The result is 0 (does not penetrate BBB). (5) The molecule is CSc1ccc2c(c1)N(CCC1CCCCN1)c1ccccc1S2. The result is 1 (penetrates BBB). (6) The drug is CN(C)CCCOc1nn(Cc2ccccc2)c2ccccc12. The result is 1 (penetrates BBB).